This data is from Forward reaction prediction with 1.9M reactions from USPTO patents (1976-2016). The task is: Predict the product of the given reaction. (1) Given the reactants [CH2:1]([N:8]([CH2:31][C@@H:32]([C:34]1[CH:39]=[CH:38][C:37]([O:40][CH2:41][C:42]2[CH:47]=[CH:46][CH:45]=[CH:44][CH:43]=2)=[C:36]([N+:48]([O-])=O)[CH:35]=1)[OH:33])[C@@H:9]([CH2:12][C:13]1[CH:18]=[CH:17][C:16]([O:19][C:20]2[C:29]3[C:24](=[CH:25][CH:26]=[C:27]([F:30])[CH:28]=3)[N:23]=[CH:22][CH:21]=2)=[CH:15][CH:14]=1)[CH2:10][OH:11])[C:2]1[CH:7]=[CH:6][CH:5]=[CH:4][CH:3]=1.C(O)C.[Cl-].[NH4+].C(=O)([O-])O.[Na+], predict the reaction product. The product is: [NH2:48][C:36]1[CH:35]=[C:34]([C@@H:32]([OH:33])[CH2:31][N:8]([CH2:1][C:2]2[CH:3]=[CH:4][CH:5]=[CH:6][CH:7]=2)[C@@H:9]([CH2:12][C:13]2[CH:18]=[CH:17][C:16]([O:19][C:20]3[C:29]4[C:24](=[CH:25][CH:26]=[C:27]([F:30])[CH:28]=4)[N:23]=[CH:22][CH:21]=3)=[CH:15][CH:14]=2)[CH2:10][OH:11])[CH:39]=[CH:38][C:37]=1[O:40][CH2:41][C:42]1[CH:47]=[CH:46][CH:45]=[CH:44][CH:43]=1. (2) Given the reactants [CH:1]12[NH:8][CH:5]([CH2:6][CH2:7]1)[CH2:4][CH:3]([O:9][CH2:10][C:11]1[C:12]([C:19]3[CH:24]=[CH:23][CH:22]=[CH:21][C:20]=3[O:25][C:26]([F:29])([F:28])[F:27])=[N:13][O:14][C:15]=1[CH:16]1[CH2:18][CH2:17]1)[CH2:2]2.CC(N(C)C)=O.[F:36][C:37]1[CH:38]=[C:39]([CH:44]=[CH:45][C:46]=1F)[C:40]([O:42][CH3:43])=[O:41].C(=O)([O-])[O-].[Cs+].[Cs+], predict the reaction product. The product is: [CH:16]1([C:15]2[O:14][N:13]=[C:12]([C:19]3[CH:24]=[CH:23][CH:22]=[CH:21][C:20]=3[O:25][C:26]([F:28])([F:27])[F:29])[C:11]=2[CH2:10][O:9][CH:3]2[CH2:2][CH:1]3[N:8]([C:46]4[CH:45]=[CH:44][C:39]([C:40]([O:42][CH3:43])=[O:41])=[CH:38][C:37]=4[F:36])[CH:5]([CH2:6][CH2:7]3)[CH2:4]2)[CH2:17][CH2:18]1. (3) Given the reactants [BrH:1].N[C:3]1[CH:16]=[CH:15][C:6]([C:7]([C:9]2[CH:14]=[CH:13][CH:12]=[CH:11][CH:10]=2)=[O:8])=[CH:5][CH:4]=1.C([O-])([O-])=O.[K+].[K+], predict the reaction product. The product is: [Br:1][C:3]1[CH:16]=[CH:15][C:6]([C:7]([C:9]2[CH:14]=[CH:13][CH:12]=[CH:11][CH:10]=2)=[O:8])=[CH:5][CH:4]=1. (4) Given the reactants [NH2:1][C:2]1[NH:6][N:5]=[C:4]([NH:7][C:8]2[CH:13]=[CH:12][C:11]([NH:14][C:15](=[O:24])[C:16]3[CH:21]=[CH:20][C:19]([O:22][CH3:23])=[CH:18][CH:17]=3)=[CH:10][CH:9]=2)[C:3]=1[C:25]([NH2:27])=[O:26].[CH3:28][C:29]1[CH:30]=[C:31]([CH:34]=[C:35]([CH3:38])[C:36]=1[OH:37])[CH:32]=O.CN(C=O)C.[BH4-].[Na+], predict the reaction product. The product is: [OH:37][C:36]1[C:35]([CH3:38])=[CH:34][C:31]([CH2:32][NH:1][C:2]2[NH:6][N:5]=[C:4]([NH:7][C:8]3[CH:13]=[CH:12][C:11]([NH:14][C:15](=[O:24])[C:16]4[CH:21]=[CH:20][C:19]([O:22][CH3:23])=[CH:18][CH:17]=4)=[CH:10][CH:9]=3)[C:3]=2[C:25]([NH2:27])=[O:26])=[CH:30][C:29]=1[CH3:28].